This data is from Reaction yield outcomes from USPTO patents with 853,638 reactions. The task is: Predict the reaction yield, written as a fraction of the theoretical maximum amount of product (1.0 means a 100% yield; for example, 0.34 means a 34% yield). (1) The reactants are [Cl:1][C:2]1[N:7]=[C:6]([N:8]([CH2:16][C:17]2([C:20]([O:22]C)=O)[CH2:19][CH2:18]2)[C@@H:9]2[CH2:13][CH2:12][C:11]([F:15])([F:14])[CH2:10]2)[C:5]([N+:24]([O-])=O)=[CH:4][N:3]=1. The catalyst is C(O)(=O)C.[Fe]. The product is [Cl:1][C:2]1[N:3]=[CH:4][C:5]2[NH:24][C:20](=[O:22])[C:17]3([CH2:19][CH2:18]3)[CH2:16][N:8]([C@@H:9]3[CH2:13][CH2:12][C:11]([F:14])([F:15])[CH2:10]3)[C:6]=2[N:7]=1. The yield is 0.600. (2) The reactants are [N+:1]([C:4]1[CH:17]=[CH:16][C:7]([CH2:8][P:9]2(=[O:15])[O:14][CH2:13][CH2:12][CH2:11][O:10]2)=[CH:6][CH:5]=1)([O-])=O. The catalyst is C1COCC1.[Pd]. The product is [O:15]=[P:9]1([CH2:8][C:7]2[CH:16]=[CH:17][C:4]([NH2:1])=[CH:5][CH:6]=2)[O:10][CH2:11][CH2:12][CH2:13][O:14]1. The yield is 0.800. (3) The reactants are [OH:1][C:2]1[C:9]([C:10]2([CH3:13])[CH2:12][CH2:11]2)=[CH:8][CH:7]=[CH:6][C:3]=1[CH:4]=[O:5].[Br-:14].[Br-].[Br-].C([N+](CCCC)(CCCC)CCCC)CCC.C([N+](CCCC)(CCCC)CCCC)CCC.C([N+](CCCC)(CCCC)CCCC)CCC. The catalyst is C(Cl)Cl.CO. The product is [Br:14][C:7]1[CH:8]=[C:9]([C:10]2([CH3:13])[CH2:11][CH2:12]2)[C:2]([OH:1])=[C:3]([CH:6]=1)[CH:4]=[O:5]. The yield is 0.910. (4) The reactants are [CH3:1][C:2]([Si:5]([CH3:18])([CH3:17])[O:6][CH2:7][CH2:8][CH2:9][CH:10]([C:12]1[CH:16]=[CH:15][S:14][CH:13]=1)[OH:11])([CH3:4])[CH3:3].O[C:20]1[CH:27]=[C:26]([Cl:28])[CH:25]=[CH:24][C:21]=1[C:22]#[N:23].C1(P(C2C=CC=CC=2)C2C=CC=CC=2)C=CC=CC=1.N(C(OCC)=O)=NC(OCC)=O. The catalyst is O1CCCC1. The product is [Cl:28][C:26]1[CH:27]=[CH:20][C:21]([C:22]#[N:23])=[C:24]([O:11][CH:10]([C:12]2[CH:16]=[CH:15][S:14][CH:13]=2)[CH2:9][CH2:8][CH2:7][O:6][Si:5]([C:2]([CH3:1])([CH3:3])[CH3:4])([CH3:17])[CH3:18])[CH:25]=1. The yield is 0.650. (5) The reactants are [Br:1][C:2]1[CH:3]=[CH:4][C:5](F)=[C:6]([C:8]([C:10]2([OH:18])[CH2:15][CH2:14][CH:13]([O:16][CH3:17])[CH2:12][CH2:11]2)=[O:9])[CH:7]=1.CC(C)([O-])C.[K+]. The catalyst is C1COCC1. The product is [Br:1][C:2]1[CH:3]=[CH:4][C:5]2[O:18][C:10]3([CH2:15][CH2:14][CH:13]([O:16][CH3:17])[CH2:12][CH2:11]3)[C:8](=[O:9])[C:6]=2[CH:7]=1. The yield is 0.390. (6) The reactants are [CH:1]1([C:5]2[C:12]([C:13]3[NH:17][C:16]([O:18][CH3:19])=[N:15][N:14]=3)=[CH:11][C:8]([C:9]#[N:10])=[C:7]([CH3:20])[CH:6]=2)[CH2:4][CH2:3][CH2:2]1.[NH4+].[OH-:22].OO. The catalyst is CCO. The product is [CH:1]1([C:5]2[C:12]([C:13]3[NH:17][C:16]([O:18][CH3:19])=[N:15][N:14]=3)=[CH:11][C:8]([C:9]([NH2:10])=[O:22])=[C:7]([CH3:20])[CH:6]=2)[CH2:2][CH2:3][CH2:4]1. The yield is 0.630.